Dataset: Forward reaction prediction with 1.9M reactions from USPTO patents (1976-2016). Task: Predict the product of the given reaction. (1) Given the reactants [CH2:1]([O:8][C:9]1[C:14]2[C:15]([NH2:18])=[N:16][NH:17][C:13]=2[CH:12]=[CH:11][N:10]=1)[C:2]1[CH:7]=[CH:6][CH:5]=[CH:4][CH:3]=1.[F:19][CH:20]1[CH2:25][CH2:24][CH2:23][CH2:22][C:21]1=[CH:26][C:27]#[N:28].C1CCN2C(=NCCC2)CC1, predict the reaction product. The product is: [NH2:18][C:15]1[C:14]2[C:9]([O:8][CH2:1][C:2]3[CH:3]=[CH:4][CH:5]=[CH:6][CH:7]=3)=[N:10][CH:11]=[CH:12][C:13]=2[N:17]([C@@:21]2([CH2:26][C:27]#[N:28])[CH2:22][CH2:23][CH2:24][CH2:25][C@H:20]2[F:19])[N:16]=1. (2) The product is: [F:1][C:2]1[CH:7]=[C:6]([NH2:8])[CH:5]=[CH:4][C:3]=1[N:11]1[CH2:12][CH2:13][N:14]([CH3:17])[CH2:15][CH2:16]1. Given the reactants [F:1][C:2]1[CH:7]=[C:6]([N+:8]([O-])=O)[CH:5]=[CH:4][C:3]=1[N:11]1[CH2:16][CH2:15][N:14]([CH3:17])[CH2:13][CH2:12]1, predict the reaction product. (3) Given the reactants [F:1][C:2]1[CH:7]=[CH:6][C:5]([O:8][CH3:9])=[CH:4][C:3]=1[C:10]1[CH:15]=[CH:14][C:13]([C:16]([OH:18])=[O:17])=[CH:12][C:11]=1[N:19]1[CH2:24][CH2:23][CH2:22][CH2:21][C:20]1=O.O, predict the reaction product. The product is: [F:1][C:2]1[CH:7]=[CH:6][C:5]([O:8][CH3:9])=[CH:4][C:3]=1[C:10]1[CH:15]=[CH:14][C:13]([C:16]([OH:18])=[O:17])=[CH:12][C:11]=1[N:19]1[CH2:24][CH2:23][CH2:22][CH2:21][CH2:20]1. (4) Given the reactants [CH2:1]([NH:4][C:5]1[N:6]=[C:7]([NH2:15])[C:8]2[S:13][CH:12]=[C:11]([CH3:14])[C:9]=2[N:10]=1)[CH:2]=[CH2:3].C(N(CC)CC)C.[C:23](Cl)(=[O:28])[C:24]([CH3:27])([CH3:26])[CH3:25].C(OCC)(=O)C.CCCCCC, predict the reaction product. The product is: [CH2:1]([NH:4][C:5]1[N:6]=[C:7]([NH:15][C:23](=[O:28])[C:24]([CH3:27])([CH3:26])[CH3:25])[C:8]2[S:13][CH:12]=[C:11]([CH3:14])[C:9]=2[N:10]=1)[CH:2]=[CH2:3]. (5) Given the reactants [Cl:1][C:2]1[CH:7]=[C:6]([Cl:8])[CH:5]=[CH:4][C:3]=1[S:9]([NH:12][C:13]1[C:21]([O:22][C:23]2[CH:28]=[CH:27][C:26]([CH2:29][C:30]([O:32]C)=[O:31])=[CH:25][C:24]=2[O:34][CH3:35])=[CH:20][CH:19]=[C:18]2[C:14]=1[CH:15]=[C:16]([CH3:36])[NH:17]2)(=[O:11])=[O:10].[OH-].[Li+].Cl, predict the reaction product. The product is: [Cl:1][C:2]1[CH:7]=[C:6]([Cl:8])[CH:5]=[CH:4][C:3]=1[S:9]([NH:12][C:13]1[C:21]([O:22][C:23]2[CH:28]=[CH:27][C:26]([CH2:29][C:30]([OH:32])=[O:31])=[CH:25][C:24]=2[O:34][CH3:35])=[CH:20][CH:19]=[C:18]2[C:14]=1[CH:15]=[C:16]([CH3:36])[NH:17]2)(=[O:11])=[O:10]. (6) Given the reactants [CH3:1][O:2][CH2:3][CH2:4][O:5][C:6]1[CH:7]=[C:8]2[C:13](=[CH:14][C:15]=1[O:16][CH2:17][CH2:18][O:19][CH3:20])[NH:12][C:11](=[O:21])[C:10]([C:22]([OH:24])=O)=[CH:9]2.[CH3:25][C:26]1[CH:31]=[CH:30][C:29]([C:32]2[N:33]=[N:34][NH:35][N:36]=2)=[CH:28][C:27]=1[NH2:37], predict the reaction product. The product is: [CH3:25][C:26]1[CH:31]=[CH:30][C:29]([C:32]2[NH:36][N:35]=[N:34][N:33]=2)=[CH:28][C:27]=1[NH:37][C:22]([C:10]1[C:11](=[O:21])[NH:12][C:13]2[C:8]([CH:9]=1)=[CH:7][C:6]([O:5][CH2:4][CH2:3][O:2][CH3:1])=[C:15]([O:16][CH2:17][CH2:18][O:19][CH3:20])[CH:14]=2)=[O:24]. (7) Given the reactants FCC1[CH:4]([CH2:12][F:13])[C:5](=[S:9](=[O:11])=[O:10])[CH:6]=[CH:7]C=1.Cl.[OH:15][C@@H:16]1CCN[CH2:17]1.[C:21]([O-])([O-])=O.[K+].[K+].O.[CH3:28][N:29]([CH:31]=O)[CH3:30], predict the reaction product. The product is: [F:13][C:12]1[CH:4]=[C:5]([S:9]([CH3:21])(=[O:10])=[O:11])[CH:6]=[CH:7][C:30]=1[N:29]1[CH2:28][CH2:17][C@@H:16]([OH:15])[CH2:31]1.